Dataset: Full USPTO retrosynthesis dataset with 1.9M reactions from patents (1976-2016). Task: Predict the reactants needed to synthesize the given product. (1) Given the product [CH3:10][O:9][C:7]1[CH:6]=[C:5]([N:11]2[CH2:16][CH2:15][N:14]([C:17]([C:19]3[C:23]([C:24]4[CH:29]=[CH:28][CH:27]=[CH:26][CH:25]=4)=[CH:22][N:21]([CH2:34][C:35]4[N:36]=[CH:37][S:38][CH:39]=4)[CH:20]=3)=[O:18])[CH2:13][CH2:12]2)[CH:4]=[C:3]([O:2][CH3:1])[CH:8]=1, predict the reactants needed to synthesize it. The reactants are: [CH3:1][O:2][C:3]1[CH:4]=[C:5]([N:11]2[CH2:16][CH2:15][N:14]([C:17]([C:19]3[C:23]([C:24]4[CH:29]=[CH:28][CH:27]=[CH:26][CH:25]=4)=[CH:22][NH:21][CH:20]=3)=[O:18])[CH2:13][CH2:12]2)[CH:6]=[C:7]([O:9][CH3:10])[CH:8]=1.[H-].[Na+].Cl.Cl[CH2:34][C:35]1[N:36]=[CH:37][S:38][CH:39]=1. (2) Given the product [NH:18]1[CH2:19][CH2:20][CH:15]([CH:13]2[C:2]3[CH:3]=[CH:4][CH:5]=[CH:6][C:1]=3[CH2:7][N:8]3[CH:12]=[CH:11][N:10]=[C:9]23)[CH2:16][CH2:17]1, predict the reactants needed to synthesize it. The reactants are: [C:1]1([CH2:7][N:8]2[CH:12]=[CH:11][N:10]=[C:9]2[CH:13]([CH:15]2[CH2:20][CH2:19][NH:18][CH2:17][CH2:16]2)O)[CH:6]=[CH:5][CH:4]=[CH:3][CH:2]=1.[OH-].[Na+].